From a dataset of TCR-epitope binding with 47,182 pairs between 192 epitopes and 23,139 TCRs. Binary Classification. Given a T-cell receptor sequence (or CDR3 region) and an epitope sequence, predict whether binding occurs between them. (1) The epitope is KLGGALQAK. The TCR CDR3 sequence is CASSLSLSNEKLFF. Result: 1 (the TCR binds to the epitope). (2) The epitope is IVTDFSVIK. The TCR CDR3 sequence is CATSPGGGRDLYEQYF. Result: 1 (the TCR binds to the epitope). (3) The epitope is LSDDAVVCFNSTY. The TCR CDR3 sequence is CASSQPGLAETQYF. Result: 0 (the TCR does not bind to the epitope). (4) The epitope is AMFWSVPTV. Result: 1 (the TCR binds to the epitope). The TCR CDR3 sequence is CASTHRTGLNTEAFF. (5) Result: 0 (the TCR does not bind to the epitope). The epitope is RLRAEAQVK. The TCR CDR3 sequence is CASSPYRGNYEQYF. (6) The epitope is KAYNVTQAF. The TCR CDR3 sequence is CASSPSGRSTGELFF. Result: 1 (the TCR binds to the epitope). (7) The epitope is TPINLVRDL. The TCR CDR3 sequence is CASSLGQGPDIQYF. Result: 0 (the TCR does not bind to the epitope).